This data is from Reaction yield outcomes from USPTO patents with 853,638 reactions. The task is: Predict the reaction yield, written as a fraction of the theoretical maximum amount of product (1.0 means a 100% yield; for example, 0.34 means a 34% yield). (1) The reactants are [C:1]([O:5][C:6]([N:8]1[CH2:15][CH:14]2[CH:10]([CH2:11][CH:12]([C:16]([OH:18])=O)[CH2:13]2)[CH2:9]1)=[O:7])([CH3:4])([CH3:3])[CH3:2].Cl.[CH3:20][NH:21][O:22][CH3:23].C(N(C(C)C)CC)(C)C.F[P-](F)(F)(F)(F)F.N1(OC(N(C)C)=[N+](C)C)C2C=CC=CC=2N=N1.C(=O)(O)[O-].[Na+]. The catalyst is CN(C)C=O. The product is [CH3:23][O:22][N:21]([CH3:20])[C:16]([CH:12]1[CH2:11][CH:10]2[CH:14]([CH2:15][N:8]([C:6]([O:5][C:1]([CH3:2])([CH3:3])[CH3:4])=[O:7])[CH2:9]2)[CH2:13]1)=[O:18]. The yield is 0.860. (2) The reactants are Cl[CH:2]1[CH2:7][CH2:6][CH2:5][CH2:4][C:3]1=O.[NH2:9][C:10](=[S:16])[C:11]([O:13][CH2:14][CH3:15])=[O:12]. The catalyst is C(O)C. The product is [S:16]1[C:3]2[CH2:4][CH2:5][CH2:6][CH2:7][C:2]=2[N:9]=[C:10]1[C:11]([O:13][CH2:14][CH3:15])=[O:12]. The yield is 0.260. (3) The reactants are [Br:1][C:2]1[N:3]=[C:4](Cl)[C:5]2[N:6]([CH:8]=[N:9][N:10]=2)[CH:7]=1.[N:12]1([C:18]([O:20][C:21]([CH3:24])([CH3:23])[CH3:22])=[O:19])[CH2:17][CH2:16][NH:15][CH2:14][CH2:13]1.C1COCC1. The catalyst is O. The product is [Br:1][C:2]1[N:3]=[C:4]([N:15]2[CH2:14][CH2:13][N:12]([C:18]([O:20][C:21]([CH3:24])([CH3:23])[CH3:22])=[O:19])[CH2:17][CH2:16]2)[C:5]2[N:6]([CH:8]=[N:9][N:10]=2)[CH:7]=1. The yield is 0.890.